The task is: Predict the product of the given reaction.. This data is from Forward reaction prediction with 1.9M reactions from USPTO patents (1976-2016). (1) Given the reactants [O:1]1[CH2:6][CH2:5][N:4]([CH2:7][CH2:8][NH2:9])[CH2:3][CH2:2]1.[Cl:10][C:11]1[CH:16]=[C:15](Cl)[CH:14]=[CH:13][C:12]=1[N+:18]([O-:20])=[O:19].C([O-])([O-])=O.[Cs+].[Cs+], predict the reaction product. The product is: [Cl:10][C:11]1[CH:16]=[C:15]([CH:14]=[CH:13][C:12]=1[N+:18]([O-:20])=[O:19])[NH:9][CH2:8][CH2:7][N:4]1[CH2:5][CH2:6][O:1][CH2:2][CH2:3]1. (2) Given the reactants [Cl:1][C:2]1[CH:7]=[CH:6][C:5]([CH:8]2[C:15]3[C:14]([CH2:16][O:17][CH3:18])=[N:13][N:12]([CH:19]4[CH2:21][CH2:20]4)[C:11]=3[C:10](=[O:22])[NH:9]2)=[CH:4][CH:3]=1.Br[C:24]1[CH:25]=[C:26]([CH3:32])[C:27](=[O:31])[N:28]([CH3:30])[CH:29]=1, predict the reaction product. The product is: [Cl:1][C:2]1[CH:7]=[CH:6][C:5]([CH:8]2[C:15]3[C:14]([CH2:16][O:17][CH3:18])=[N:13][N:12]([CH:19]4[CH2:20][CH2:21]4)[C:11]=3[C:10](=[O:22])[N:9]2[C:24]2[CH:25]=[C:26]([CH3:32])[C:27](=[O:31])[N:28]([CH3:30])[CH:29]=2)=[CH:4][CH:3]=1. (3) Given the reactants [CH3:1][O:2][C:3]1[CH:4]=[C:5]([O:21][C:22]2[CH:23]=[N:24][C:25]([S:28]([CH3:31])(=[O:30])=[O:29])=[CH:26][CH:27]=2)[CH:6]=[C:7]2[C:11]=1[NH:10][C:9]([C:12]1[S:13][CH:14]([CH2:17][C:18]([OH:20])=O)[CH2:15][N:16]=1)=[CH:8]2.Cl.C(N=C=NCCCN(C)C)C.ON1C2C=CC=CC=2N=N1.[CH3:54][O:55][CH2:56][CH2:57][NH2:58], predict the reaction product. The product is: [CH3:54][O:55][CH2:56][CH2:57][NH:58][C:18](=[O:20])[CH2:17][CH:14]1[S:13][C:12]([C:9]2[NH:10][C:11]3[C:7]([CH:8]=2)=[CH:6][C:5]([O:21][C:22]2[CH:23]=[N:24][C:25]([S:28]([CH3:31])(=[O:29])=[O:30])=[CH:26][CH:27]=2)=[CH:4][C:3]=3[O:2][CH3:1])=[N:16][CH2:15]1. (4) The product is: [O:1]1[C:5]2[CH:6]=[CH:7][C:8]([S:10]([N:13]([CH2:18][C@@H:19]([OH:43])[C@@H:20]([NH2:28])[CH2:21][C:22]3[CH:23]=[CH:24][CH:25]=[CH:26][CH:27]=3)[CH2:14][CH:15]([CH3:17])[CH3:16])(=[O:11])=[O:12])=[CH:9][C:4]=2[O:3][CH2:2]1.[CH3:44][S:45]([OH:48])(=[O:47])=[O:46]. Given the reactants [O:1]1[C:5]2[CH:6]=[CH:7][C:8]([S:10]([N:13]([CH2:18][C@@H:19]([OH:43])[C@@H:20]([N:28](CC3C=CC=CC=3)CC3C=CC=CC=3)[CH2:21][C:22]3[CH:27]=[CH:26][CH:25]=[CH:24][CH:23]=3)[CH2:14][CH:15]([CH3:17])[CH3:16])(=[O:12])=[O:11])=[CH:9][C:4]=2[O:3][CH2:2]1.[CH3:44][S:45]([OH:48])(=[O:47])=[O:46].O, predict the reaction product. (5) Given the reactants C[N:2](C)/[CH:3]=[CH:4]/[C:5]([C:7]1[C:12](=[O:13])[CH:11]=[CH:10][N:9]([C:14]2[CH:19]=[CH:18][CH:17]=[C:16]([O:20][C:21]([F:24])([F:23])[F:22])[CH:15]=2)[N:8]=1)=O.[N:26]1[C:35]2[C:30](=[C:31]([NH:36]N)[CH:32]=[CH:33][CH:34]=2)[CH:29]=[CH:28][CH:27]=1, predict the reaction product. The product is: [N:26]1[C:35]2[C:30](=[C:31]([N:36]3[C:5]([C:7]4[C:12](=[O:13])[CH:11]=[CH:10][N:9]([C:14]5[CH:19]=[CH:18][CH:17]=[C:16]([O:20][C:21]([F:24])([F:23])[F:22])[CH:15]=5)[N:8]=4)=[CH:4][CH:3]=[N:2]3)[CH:32]=[CH:33][CH:34]=2)[CH:29]=[CH:28][CH:27]=1.